From a dataset of Full USPTO retrosynthesis dataset with 1.9M reactions from patents (1976-2016). Predict the reactants needed to synthesize the given product. (1) Given the product [CH:14]1([CH2:13][C@H:12]([N:19]2[CH2:23][C:22]([O:24][CH3:25])=[CH:21][C:20]2=[O:26])[C:11]([NH:10][C:7]2[CH:8]=[CH:9][C:4]([C:3]([OH:28])=[O:2])=[CH:5][N:6]=2)=[O:27])[CH2:18][CH2:17][CH2:16][CH2:15]1, predict the reactants needed to synthesize it. The reactants are: C[O:2][C:3](=[O:28])[C:4]1[CH:9]=[CH:8][C:7]([NH:10][C:11](=[O:27])[C@@H:12]([N:19]2[CH2:23][C:22]([O:24][CH3:25])=[CH:21][C:20]2=[O:26])[CH2:13][CH:14]2[CH2:18][CH2:17][CH2:16][CH2:15]2)=[N:6][CH:5]=1.O.[OH-].[Li+].Cl. (2) Given the product [F:32][C:33]1[CH:34]=[C:35]([N:40]2[C:11]3[CH:10]=[C:9]4[CH2:8][CH2:7][C@H:6]5[C@H:15]([C@:14]4([CH3:16])[CH2:13][C:12]=3[CH:17]=[N:41]2)[C@H:2]([OH:1])[CH2:3][C@@:4]2([CH3:31])[C@@:22]3([CH2:21][CH2:20][C@H:5]52)[C:26]2([CH2:30][O:29][CH2:28][O:27]2)[O:25][CH2:24][O:23]3)[CH:36]=[CH:37][C:38]=1[F:39], predict the reactants needed to synthesize it. The reactants are: [OH:1][C@@H:2]1[C@H:15]2[C@@H:6]([CH2:7][CH2:8][C:9]3[C@:14]2([CH3:16])[CH2:13][CH:12]([CH:17]=O)[C:11](=O)[CH:10]=3)[C@@H:5]2[CH2:20][CH2:21][C@:22]3([C:26]4([CH2:30][O:29][CH2:28][O:27]4)[O:25][CH2:24][O:23]3)[C@@:4]2([CH3:31])[CH2:3]1.[F:32][C:33]1[CH:34]=[C:35]([NH:40][NH2:41])[CH:36]=[CH:37][C:38]=1[F:39].